The task is: Predict which catalyst facilitates the given reaction.. This data is from Catalyst prediction with 721,799 reactions and 888 catalyst types from USPTO. (1) Reactant: [N+:1]([C:4]1[CH:9]=[CH:8][C:7]([S:10](Cl)(=[O:12])=[O:11])=[CH:6][CH:5]=1)([O-:3])=[O:2].C(N(CC)CC)C.[NH2:21][CH2:22][CH:23]([OH:26])[CH2:24][OH:25]. Product: [OH:26][CH:23]([CH2:24][OH:25])[CH2:22][NH:21][S:10]([C:7]1[CH:8]=[CH:9][C:4]([N+:1]([O-:3])=[O:2])=[CH:5][CH:6]=1)(=[O:12])=[O:11]. The catalyst class is: 2. (2) Product: [NH2:24][C:20]1[N:19]=[CH:18][N:17]=[C:16]2[C:21]=1[N:22]=[CH:23][N:15]2[C@H:7]1[C@@H:8]2[O:9][C:10]([CH3:13])([CH3:14])[O:11][C@@H:12]2[C@@H:5]([CH2:4][SH:3])[O:6]1. Reactant: C(=O)([S:3][CH2:4][C@@H:5]1[C@@H:12]2[C@@H:8]([O:9][C:10]([CH3:14])([CH3:13])[O:11]2)[C@H:7]([N:15]2[CH:23]=[N:22][C:21]3[C:16]2=[N:17][CH:18]=[N:19][C:20]=3[NH2:24])[O:6]1)C. The catalyst class is: 547. (3) Reactant: C([O:3][P:4]([C:9]1[CH:14]=[C:13]([Cl:15])[CH:12]=[CH:11][C:10]=1[O:16][CH2:17][C:18]([N:20]1[CH2:25][C@H:24]([CH3:26])[N:23]([CH2:27][C:28]2[CH:33]=[CH:32][C:31]([F:34])=[CH:30][CH:29]=2)[CH2:22][C@H:21]1[CH3:35])=[O:19])(=[O:8])[O:5]CC)C.Br[Si](C)(C)C. Product: [Cl:15][C:13]1[CH:12]=[CH:11][C:10]([O:16][CH2:17][C:18]([N:20]2[CH2:25][C@H:24]([CH3:26])[N:23]([CH2:27][C:28]3[CH:29]=[CH:30][C:31]([F:34])=[CH:32][CH:33]=3)[CH2:22][C@H:21]2[CH3:35])=[O:19])=[C:9]([P:4](=[O:3])([OH:5])[OH:8])[CH:14]=1. The catalyst class is: 10. (4) Reactant: [Mg].[F:2][C:3]1[CH:4]=[C:5](Br)[CH:6]=[C:7]([F:9])[CH:8]=1.CN(C)[CH:13]=[O:14].Cl. Product: [F:2][C:3]1[CH:4]=[C:5]([CH:6]=[C:7]([F:9])[CH:8]=1)[CH:13]=[O:14]. The catalyst class is: 7. (5) Reactant: Cl.[CH3:2][N:3]1[C:7]2=[N:8][CH:9]=[C:10]([N+:16]([O-:18])=[O:17])[C:11]([C:12]([F:15])([F:14])[F:13])=[C:6]2[C:5]([C:19]2[CH2:20][CH2:21][NH:22][CH2:23][CH:24]=2)=[CH:4]1.[C:25](Cl)(=[O:29])[CH:26]([CH3:28])[CH3:27]. Product: [CH3:27][CH:26]([CH3:28])[C:25]([N:22]1[CH2:21][CH:20]=[C:19]([C:5]2[C:6]3[C:7](=[N:8][CH:9]=[C:10]([N+:16]([O-:18])=[O:17])[C:11]=3[C:12]([F:14])([F:13])[F:15])[N:3]([CH3:2])[CH:4]=2)[CH2:24][CH2:23]1)=[O:29]. The catalyst class is: 2.